From a dataset of Full USPTO retrosynthesis dataset with 1.9M reactions from patents (1976-2016). Predict the reactants needed to synthesize the given product. (1) Given the product [C:1]([O:5][C:6]([NH:8][C:9]1[CH:17]=[CH:16][CH:15]=[C:14]2[C:10]=1[CH:11]=[N:12][N:13]2[C:18]([C:23]1[CH:28]=[CH:27][C:26]([C:29]([F:32])([F:31])[F:30])=[CH:25][CH:24]=1)([CH2:40][CH:41]([F:43])[F:42])[C:19]([O:21][CH3:22])=[O:20])=[O:7])([CH3:4])([CH3:2])[CH3:3], predict the reactants needed to synthesize it. The reactants are: [C:1]([O:5][C:6]([NH:8][C:9]1[CH:17]=[CH:16][CH:15]=[C:14]2[C:10]=1[CH:11]=[N:12][N:13]2[CH:18]([C:23]1[CH:28]=[CH:27][C:26]([C:29]([F:32])([F:31])[F:30])=[CH:25][CH:24]=1)[C:19]([O:21][CH3:22])=[O:20])=[O:7])([CH3:4])([CH3:3])[CH3:2].C([O-])([O-])=O.[Cs+].[Cs+].Br[CH2:40][CH:41]([F:43])[F:42].CC(O)C.CO. (2) Given the product [CH:19]([C:22]1[CH:28]=[CH:27][C:25]([NH:26][C:13](=[O:15])[C:12]2[CH:16]=[CH:17][CH:18]=[C:10]([S:7]([C:1]3[CH:2]=[CH:3][CH:4]=[CH:5][CH:6]=3)(=[O:8])=[O:9])[CH:11]=2)=[CH:24][CH:23]=1)([CH3:21])[CH3:20], predict the reactants needed to synthesize it. The reactants are: [C:1]1([S:7]([C:10]2[CH:11]=[C:12]([CH:16]=[CH:17][CH:18]=2)[C:13]([OH:15])=O)(=[O:9])=[O:8])[CH:6]=[CH:5][CH:4]=[CH:3][CH:2]=1.[CH:19]([C:22]1[CH:28]=[CH:27][C:25]([NH2:26])=[CH:24][CH:23]=1)([CH3:21])[CH3:20]. (3) Given the product [Cl:17][C:18]1[CH:23]=[C:22]([C:10]2[CH:9]=[C:8]([Cl:7])[CH:13]=[CH:12][C:11]=2[O:14][CH3:15])[CH:21]=[CH:20][N:19]=1, predict the reactants needed to synthesize it. The reactants are: C(=O)([O-])[O-].[Na+].[Na+].[Cl:7][C:8]1[CH:13]=[CH:12][C:11]([O:14][CH3:15])=[C:10](I)[CH:9]=1.[Cl:17][C:18]1[CH:23]=[C:22](B(O)O)[CH:21]=[CH:20][N:19]=1. (4) Given the product [C:21]1([CH2:20][CH2:19][CH2:18][O:16][CH2:15][C@@H:12]2[CH2:13][CH2:14][N:10]([C:8]([O:7][C:3]([CH3:6])([CH3:5])[CH3:4])=[O:9])[CH2:11]2)[CH:26]=[CH:25][CH:24]=[CH:23][CH:22]=1, predict the reactants needed to synthesize it. The reactants are: [H-].[Na+].[C:3]([O:7][C:8]([N:10]1[CH2:14][CH2:13][C@@H:12]([CH2:15][OH:16])[CH2:11]1)=[O:9])([CH3:6])([CH3:5])[CH3:4].Br[CH2:18][CH2:19][CH2:20][C:21]1[CH:26]=[CH:25][CH:24]=[CH:23][CH:22]=1. (5) Given the product [CH3:1][C:2]1[N:3]=[CH:4][C:5]2[C:10]([CH:11]=1)=[C:9]([NH:12][C:22]([NH:21][CH2:20][C:19]1[CH:18]=[CH:17][C:16]([O:15][C:14]([F:13])([F:27])[F:26])=[CH:25][CH:24]=1)=[O:23])[CH:8]=[CH:7][CH:6]=2, predict the reactants needed to synthesize it. The reactants are: [CH3:1][C:2]1[N:3]=[CH:4][C:5]2[CH:6]=[CH:7][CH:8]=[C:9]([NH2:12])[C:10]=2[CH:11]=1.[F:13][C:14]([F:27])([F:26])[O:15][C:16]1[CH:25]=[CH:24][C:19]([CH2:20][N:21]=[C:22]=[O:23])=[CH:18][CH:17]=1. (6) Given the product [NH:15]([C:2]1[N:7]=[C:6]([C:8]([O:10][CH2:11][CH3:12])=[O:9])[C:5]([NH:13][CH3:14])=[CH:4][N:3]=1)[C:16]1[CH:21]=[CH:20][CH:19]=[CH:18][CH:17]=1, predict the reactants needed to synthesize it. The reactants are: Cl[C:2]1[N:7]=[C:6]([C:8]([O:10][CH2:11][CH3:12])=[O:9])[C:5]([NH:13][CH3:14])=[CH:4][N:3]=1.[NH2:15][C:16]1[CH:21]=[CH:20][CH:19]=[CH:18][CH:17]=1.C1(P(C2CCCCC2)C2C=CC=CC=2C2C(C(C)C)=CC(C(C)C)=CC=2C(C)C)CCCCC1.C(=O)([O-])[O-].[Cs+].[Cs+]. (7) Given the product [CH3:1][C:2]1[CH:7]=[N:6][C:5]2[NH:8][CH2:9][C:10](=[O:11])[NH:15][C:4]=2[CH:3]=1, predict the reactants needed to synthesize it. The reactants are: [CH3:1][C:2]1[CH:3]=[C:4]([N+:15]([O-])=O)[C:5]([NH:8][CH2:9][C:10](OCC)=[O:11])=[N:6][CH:7]=1.Cl.